From a dataset of Reaction yield outcomes from USPTO patents with 853,638 reactions. Predict the reaction yield, written as a fraction of the theoretical maximum amount of product (1.0 means a 100% yield; for example, 0.34 means a 34% yield). (1) The reactants are [CH:1]1([N:6]2[C:14]3[C:9](=[CH:10][CH:11]=[C:12]([CH:15]([OH:17])[CH3:16])[CH:13]=3)[C:8]([CH2:18][CH3:19])=[N:7]2)[CH2:5][CH2:4][CH2:3][CH2:2]1.[Cr](Cl)([O-])(=O)=O.[NH+]1C=CC=CC=1. The catalyst is C(Cl)Cl. The product is [CH:1]1([N:6]2[C:14]3[C:9](=[CH:10][CH:11]=[C:12]([C:15](=[O:17])[CH3:16])[CH:13]=3)[C:8]([CH2:18][CH3:19])=[N:7]2)[CH2:2][CH2:3][CH2:4][CH2:5]1. The yield is 0.770. (2) The reactants are [F:1][C:2]1[CH:3]=[C:4]2[N:10]=[CH:9][N:8]([CH2:11][C:12]3[CH:23]=[CH:22][C:15]4[N:16]=[C:17](S(C)=O)[S:18][C:14]=4[CH:13]=3)[C:5]2=[N:6][CH:7]=1.Cl.[NH2:25][C@@H:26]1[CH2:31][CH2:30][CH2:29][CH2:28][C@@H:27]1[OH:32].CCN(C(C)C)C(C)C. The catalyst is CC(N(C)C)=O. The product is [F:1][C:2]1[CH:3]=[C:4]2[N:10]=[CH:9][N:8]([CH2:11][C:12]3[CH:23]=[CH:22][C:15]4[N:16]=[C:17]([NH:25][C@@H:26]5[CH2:31][CH2:30][CH2:29][CH2:28][C@@H:27]5[OH:32])[S:18][C:14]=4[CH:13]=3)[C:5]2=[N:6][CH:7]=1. The yield is 0.0700. (3) The reactants are [CH3:1][O:2][N:3]([CH3:16])[C:4](=[O:15])[C:5]1[CH:10]=[CH:9][C:8]([F:11])=[CH:7][C:6]=1[N+:12]([O-])=O. The catalyst is CCO.[Pd]. The product is [CH3:1][O:2][N:3]([CH3:16])[C:4](=[O:15])[C:5]1[CH:10]=[CH:9][C:8]([F:11])=[CH:7][C:6]=1[NH2:12]. The yield is 0.900. (4) The reactants are P(=O)(O)(O)O.CC(C)CC(=O)C.[NH2:13][C:14]1[CH:18]=[CH:17][S:16][C:15]=1/[C:19](=[CH:21]/[CH:22]([CH3:24])[CH3:23])/[CH3:20].NC1C=CSC=1/C(=C\C(C)C)/C. The catalyst is O. The product is [NH2:13][C:14]1[CH:18]=[CH:17][S:16][C:15]=1[C:19]([CH2:21][CH:22]([CH3:24])[CH3:23])=[CH2:20]. The yield is 0.340. (5) The yield is 0.720. The reactants are Br[CH2:2][C:3]([CH3:5])=[CH2:4].[C:6]1(=[O:16])[NH:10][C:9](=[O:11])[C:8]2=[CH:12][CH:13]=[CH:14][CH:15]=[C:7]12.[K]. The product is [CH3:5][C:3](=[CH2:4])[CH2:2][N:10]1[C:6](=[O:16])[C:7]2[C:8](=[CH:12][CH:13]=[CH:14][CH:15]=2)[C:9]1=[O:11]. The catalyst is CN(C=O)C.O. (6) The reactants are [Cl:1][C:2]1[CH:3]=[C:4]2[C:12](=[C:13]([NH:15][C:16]([CH:18]3[N:23]([CH2:24][C:25]([OH:27])=O)[CH2:22][C:21]([CH3:29])([CH3:28])[O:20][CH2:19]3)=[O:17])[CH:14]=1)[NH:11][C:10]1[CH:9]=[N:8][CH:7]=[CH:6][C:5]2=1.Cl.[NH2:31][C@H:32]1[CH2:37][CH2:36][C@H:35]([OH:38])[CH2:34][CH2:33]1.C(N(C(C)C)CC)(C)C.C(Cl)CCl. The catalyst is N1C=CC=CC=1.O. The product is [Cl:1][C:2]1[CH:3]=[C:4]2[C:12](=[C:13]([NH:15][C:16]([CH:18]3[CH2:19][O:20][C:21]([CH3:29])([CH3:28])[CH2:22][N:23]3[CH2:24][C:25](=[O:27])[NH:31][C@H:32]3[CH2:37][CH2:36][C@H:35]([OH:38])[CH2:34][CH2:33]3)=[O:17])[CH:14]=1)[NH:11][C:10]1[CH:9]=[N:8][CH:7]=[CH:6][C:5]2=1. The yield is 0.590. (7) The reactants are [F:1][C:2]([F:15])([F:14])[O:3][C:4]1[CH:5]=[CH:6][C:7]2[O:11][C:10](=[O:12])[NH:9][C:8]=2[CH:13]=1.[H-].[Na+].Br[CH2:19][C:20]([O:22][CH2:23][CH3:24])=[O:21].FC(F)(F)C(O)=O. The catalyst is O1CCCC1.CC#N.O. The product is [O:12]=[C:10]1[N:9]([CH2:19][C:20]([O:22][CH2:23][CH3:24])=[O:21])[C:8]2[CH:13]=[C:4]([O:3][C:2]([F:1])([F:14])[F:15])[CH:5]=[CH:6][C:7]=2[O:11]1. The yield is 0.620. (8) The reactants are [CH3:1][C:2]1[O:6][N:5]=[C:4]([C:7]2[CH:12]=[CH:11][CH:10]=[CH:9][CH:8]=2)[C:3]=1[C:13]1[N:14]=[C:15]2[CH:20]=[C:19]([C:21]([OH:23])=O)[CH:18]=[CH:17][N:16]2[CH:24]=1.[NH2:25][CH2:26][C:27]1[CH:28]=[N:29][CH:30]=[CH:31][CH:32]=1. No catalyst specified. The product is [N:29]1[CH:30]=[CH:31][CH:32]=[C:27]([CH2:26][NH:25][C:21]([C:19]2[CH:18]=[CH:17][N:16]3[CH:24]=[C:13]([C:3]4[C:4]([C:7]5[CH:12]=[CH:11][CH:10]=[CH:9][CH:8]=5)=[N:5][O:6][C:2]=4[CH3:1])[N:14]=[C:15]3[CH:20]=2)=[O:23])[CH:28]=1. The yield is 0.660. (9) The reactants are [OH:1][C:2]1([C:10]#[C:11][C:12]2[CH:13]=[CH:14][C:15]3[O:21][CH2:20][CH2:19][N:18]4[CH:22]=[C:23]([C:25]([NH2:27])=[O:26])[N:24]=[C:17]4[C:16]=3[CH:28]=2)[CH2:8][C@H:7]2[NH:9][C@H:4]([CH2:5][CH2:6]2)[CH2:3]1.[BH-](OC(C)=O)(OC(C)=O)O[C:31](C)=O.[Na+]. The catalyst is CO. The product is [OH:1][C:2]1([C:10]#[C:11][C:12]2[CH:13]=[CH:14][C:15]3[O:21][CH2:20][CH2:19][N:18]4[C:17](=[N:24][C:23]([C:25]([NH2:27])=[O:26])=[CH:22]4)[C:16]=3[CH:28]=2)[CH2:3][CH:4]2[N:9]([CH3:31])[CH:7]([CH2:6][CH2:5]2)[CH2:8]1. The yield is 0.0850.